From a dataset of Catalyst prediction with 721,799 reactions and 888 catalyst types from USPTO. Predict which catalyst facilitates the given reaction. (1) Reactant: [F:1][C:2]1[CH:7]=[CH:6][C:5]([C:8]2[S:12][C:11]([CH3:13])=[N:10][C:9]=2[C:14]([N:16]2[CH2:21][CH2:20][CH2:19][C@@H:18]([CH3:22])[C@@H:17]2[CH2:23][NH:24]C(=O)OC(C)(C)C)=[O:15])=[CH:4][CH:3]=1.C(O)(C(F)(F)F)=O. Product: [NH2:24][CH2:23][C@H:17]1[C@H:18]([CH3:22])[CH2:19][CH2:20][CH2:21][N:16]1[C:14]([C:9]1[N:10]=[C:11]([CH3:13])[S:12][C:8]=1[C:5]1[CH:4]=[CH:3][C:2]([F:1])=[CH:7][CH:6]=1)=[O:15]. The catalyst class is: 2. (2) Reactant: [CH3:1][S:2]([NH2:5])(=[O:4])=[O:3].C1(P(C2CCCCC2)C2C=CC=CC=2C2C(C(C)C)=CC(C(C)C)=CC=2C(C)C)CCCCC1.C(=O)([O-])[O-].[Cs+].[Cs+].Cl[C:47]1[CH:52]=[C:51]([O:53][C@@H:54]([C@@H:56]2[CH2:60][O:59][C:58]([CH3:62])([CH3:61])[O:57]2)[CH3:55])[N:50]=[C:49]([S:63][CH2:64][C:65]2[CH:70]=[CH:69][CH:68]=[C:67]([F:71])[C:66]=2[F:72])[N:48]=1. Product: [F:72][C:66]1[C:67]([F:71])=[CH:68][CH:69]=[CH:70][C:65]=1[CH2:64][S:63][C:49]1[N:48]=[C:47]([CH2:1][S:2]([NH2:5])(=[O:4])=[O:3])[CH:52]=[C:51]([O:53][C@@H:54]([C@@H:56]2[CH2:60][O:59][C:58]([CH3:61])([CH3:62])[O:57]2)[CH3:55])[N:50]=1. The catalyst class is: 62. (3) Reactant: Cl.[O:2]1[CH2:7][CH2:6][N:5]([CH2:8][C:9]2[CH:10]=[N:11][C:12]3[C:17]([CH:18]=2)=[CH:16][C:15]([S:19][C:20]2[N:24]4[CH:25]=[C:26]([C:29](=O)[CH3:30])[CH:27]=[CH:28][C:23]4=[N:22][N:21]=2)=[CH:14][CH:13]=3)[CH2:4][CH2:3]1.[NH2:32][O:33][CH2:34][CH2:35][OH:36]. Product: [OH:36][CH2:35][CH2:34][O:33]/[N:32]=[C:29](/[C:26]1[CH:27]=[CH:28][C:23]2[N:24]([C:20]([S:19][C:15]3[CH:16]=[C:17]4[C:12](=[CH:13][CH:14]=3)[N:11]=[CH:10][C:9]([CH2:8][N:5]3[CH2:6][CH2:7][O:2][CH2:3][CH2:4]3)=[CH:18]4)=[N:21][N:22]=2)[CH:25]=1)\[CH3:30]. The catalyst class is: 240. (4) Reactant: [F:1][C:2]1[CH:3]=[CH:4][C:5]([OH:10])=[C:6]([CH:9]=1)[C:7]#[N:8].C(=O)([O-])[O-].[K+].[K+].Cl[CH2:18][C:19]([NH2:21])=[O:20].O. The catalyst class is: 3. Product: [C:7]([C:6]1[CH:9]=[C:2]([F:1])[CH:3]=[CH:4][C:5]=1[O:10][CH2:18][C:19]([NH2:21])=[O:20])#[N:8]. (5) Reactant: [CH3:1][N:2]1[CH:7]=[C:6]([N+:8]([O-])=O)[CH:5]=[C:4]([CH3:11])[C:3]1=[O:12]. Product: [NH2:8][C:6]1[CH:5]=[C:4]([CH3:11])[C:3](=[O:12])[N:2]([CH3:1])[CH:7]=1. The catalyst class is: 403. (6) Reactant: [CH2:1]([C:8]1[S:12][C:11]([NH2:13])=[N:10][C:9]=1[C:14]1[CH:19]=[CH:18][CH:17]=[CH:16][CH:15]=1)[C:2]1[CH:7]=[CH:6][CH:5]=[CH:4][CH:3]=1.[O:20]=[C:21]([C:27]1[CH:32]=[CH:31][C:30]([CH2:33][CH2:34][CH3:35])=[CH:29][CH:28]=1)[CH2:22][CH2:23][C:24](O)=[O:25].C1C=CC2N(O)N=NC=2C=1.CCN=C=NCCCN(C)C. Product: [CH2:1]([C:8]1[S:12][C:11]([NH:13][C:24](=[O:25])[CH2:23][CH2:22][C:21](=[O:20])[C:27]2[CH:32]=[CH:31][C:30]([CH2:33][CH2:34][CH3:35])=[CH:29][CH:28]=2)=[N:10][C:9]=1[C:14]1[CH:19]=[CH:18][CH:17]=[CH:16][CH:15]=1)[C:2]1[CH:3]=[CH:4][CH:5]=[CH:6][CH:7]=1. The catalyst class is: 10.